Dataset: Forward reaction prediction with 1.9M reactions from USPTO patents (1976-2016). Task: Predict the product of the given reaction. (1) Given the reactants [Cl:1][C:2]1[CH:15]=[CH:14][C:5]([CH2:6][NH:7][C:8](=[O:13])[C:9]([CH3:12])([CH3:11])[CH3:10])=[CH:4][C:3]=1[NH:16][NH2:17].[CH3:18][C:19]([O:22][C:23](O[C:23]([O:22][C:19]([CH3:21])([CH3:20])[CH3:18])=[O:24])=[O:24])([CH3:21])[CH3:20].C([O-])([O-])=O.[Na+].[Na+].C(#N)C, predict the reaction product. The product is: [Cl:1][C:2]1[CH:15]=[CH:14][C:5]([CH2:6][NH:7][C:8](=[O:13])[C:9]([CH3:12])([CH3:11])[CH3:10])=[CH:4][C:3]=1[NH:16][NH:17][C:23]([O:22][C:19]([CH3:21])([CH3:20])[CH3:18])=[O:24]. (2) The product is: [CH3:8][O:9][C:10]([C:12]1[C:2]([CH3:1])=[N:3][S:4][C:13]=1[C:14]([O:16][CH3:17])=[O:15])=[O:11]. Given the reactants [CH3:1][C:2]1OC(=O)[S:4][N:3]=1.[CH3:8][O:9][C:10]([C:12]#[C:13][C:14]([O:16][CH3:17])=[O:15])=[O:11], predict the reaction product. (3) Given the reactants [OH-].[K+].[C:3]([C:5]1[CH:6]=[C:7]([C:16]2[N:20]([CH3:21])[N:19]=[CH:18][C:17]=2[CH3:22])[C:8]([CH3:15])=[C:9]([CH:14]=1)[C:10]([O:12]C)=[O:11])#[N:4].Cl, predict the reaction product. The product is: [C:3]([C:5]1[CH:6]=[C:7]([C:16]2[N:20]([CH3:21])[N:19]=[CH:18][C:17]=2[CH3:22])[C:8]([CH3:15])=[C:9]([CH:14]=1)[C:10]([OH:12])=[O:11])#[N:4]. (4) Given the reactants Br[C:2]1[C:12]2[O:11][CH2:10][CH2:9][N:8]([C:13]([O:15][C:16]([CH3:19])([CH3:18])[CH3:17])=[O:14])[CH2:7][C:6]=2[CH:5]=[CH:4][CH:3]=1.[C:20]1(B(O)O)[CH2:25][CH2:24][CH2:23][CH2:22][CH:21]=1.O, predict the reaction product. The product is: [C:20]1([C:2]2[C:12]3[O:11][CH2:10][CH2:9][N:8]([C:13]([O:15][C:16]([CH3:19])([CH3:18])[CH3:17])=[O:14])[CH2:7][C:6]=3[CH:5]=[CH:4][CH:3]=2)[CH2:25][CH2:24][CH2:23][CH2:22][CH:21]=1. (5) Given the reactants [CH3:1][N:2]1[C:6]([C:7]2[CH:8]=[C:9]([O:14][CH2:15][CH:16]3[CH2:21][CH2:20][NH:19][CH2:18][CH2:17]3)[C:10]([NH2:13])=[N:11][CH:12]=2)=[CH:5][N:4]=[CH:3]1.[Cl:22][C:23]1[N:28]=[C:27]([C:29]([O:31]C)=[O:30])[CH:26]=[C:25](Cl)[N:24]=1.[OH-].[Na+], predict the reaction product. The product is: [NH2:13][C:10]1[C:9]([O:14][CH2:15][CH:16]2[CH2:21][CH2:20][N:19]([C:25]3[N:24]=[C:23]([Cl:22])[N:28]=[C:27]([C:29]([OH:31])=[O:30])[CH:26]=3)[CH2:18][CH2:17]2)=[CH:8][C:7]([C:6]2[N:2]([CH3:1])[CH:3]=[N:4][CH:5]=2)=[CH:12][N:11]=1. (6) Given the reactants C[O:2][C:3](=[O:33])[C@H:4]([CH2:17][C:18]1[CH:23]=[CH:22][C:21]([C:24]2[C:25](=[O:32])[N:26]([CH3:31])[CH:27]=[C:28]([Cl:30])[CH:29]=2)=[CH:20][CH:19]=1)[NH:5][C:6]([C:8]1([CH2:13][CH2:14][O:15][CH3:16])[CH2:12][CH2:11][CH2:10][CH2:9]1)=[O:7].O.[OH-].[Li+], predict the reaction product. The product is: [Cl:30][C:28]1[CH:29]=[C:24]([C:21]2[CH:20]=[CH:19][C:18]([CH2:17][C@@H:4]([C:3]([OH:33])=[O:2])[NH:5][C:6]([C:8]3([CH2:13][CH2:14][O:15][CH3:16])[CH2:12][CH2:11][CH2:10][CH2:9]3)=[O:7])=[CH:23][CH:22]=2)[C:25](=[O:32])[N:26]([CH3:31])[CH:27]=1. (7) Given the reactants C[O:2][C:3](=[O:37])[C:4]1[CH:9]=[CH:8][C:7]([CH2:10][N:11]([CH2:20][CH2:21][C:22]2[N:23]=[C:24]([S:27][C:28]([CH3:36])([CH3:35])[C:29]([C:31]([CH3:34])([CH3:33])[CH3:32])=[O:30])[S:25][CH:26]=2)[C:12]2[N:17]=[CH:16][C:15]([CH2:18][CH3:19])=[CH:14][N:13]=2)=[CH:6][CH:5]=1.[OH-].[Na+].C(O)(=O)CC(CC(O)=O)(C(O)=O)O, predict the reaction product. The product is: [C:31]([C:29](=[O:30])[C:28]([S:27][C:24]1[S:25][CH:26]=[C:22]([CH2:21][CH2:20][N:11]([CH2:10][C:7]2[CH:6]=[CH:5][C:4]([C:3]([OH:37])=[O:2])=[CH:9][CH:8]=2)[C:12]2[N:13]=[CH:14][C:15]([CH2:18][CH3:19])=[CH:16][N:17]=2)[N:23]=1)([CH3:35])[CH3:36])([CH3:32])([CH3:33])[CH3:34].